Dataset: Reaction yield outcomes from USPTO patents with 853,638 reactions. Task: Predict the reaction yield, written as a fraction of the theoretical maximum amount of product (1.0 means a 100% yield; for example, 0.34 means a 34% yield). (1) The reactants are I[C:2]1[C:10]2[C:5](=[CH:6][CH:7]=[C:8]([CH:11]=[O:12])[CH:9]=2)[NH:4][N:3]=1.[N:13]1[CH:18]=[CH:17][CH:16]=[C:15](B(O)O)[CH:14]=1.C([O-])([O-])=O.[K+].[K+].O1CCOCC1. The catalyst is CCOC(C)=O.C1C=CC([P]([Pd]([P](C2C=CC=CC=2)(C2C=CC=CC=2)C2C=CC=CC=2)([P](C2C=CC=CC=2)(C2C=CC=CC=2)C2C=CC=CC=2)[P](C2C=CC=CC=2)(C2C=CC=CC=2)C2C=CC=CC=2)(C2C=CC=CC=2)C2C=CC=CC=2)=CC=1. The product is [N:13]1[CH:18]=[CH:17][CH:16]=[C:15]([C:2]2[C:10]3[C:5](=[CH:6][CH:7]=[C:8]([CH:11]=[O:12])[CH:9]=3)[NH:4][N:3]=2)[CH:14]=1. The yield is 0.260. (2) The reactants are [Cl:1][C:2]1[CH:3]=[CH:4][C:5]([CH2:8][O:9][C:10]2[CH:15]=[CH:14][N:13]([C:16]3[CH:17]=[N:18][C:19]([NH:22][CH2:23][CH2:24][NH2:25])=[CH:20][CH:21]=3)[C:12](=[O:26])[CH:11]=2)=[N:6][CH:7]=1.[C:27](Cl)(=[O:29])[CH3:28]. The catalyst is C(Cl)Cl. The product is [Cl:1][C:2]1[CH:3]=[CH:4][C:5]([CH2:8][O:9][C:10]2[CH:15]=[CH:14][N:13]([C:16]3[CH:17]=[N:18][C:19]([NH:22][CH2:23][CH2:24][NH:25][C:27](=[O:29])[CH3:28])=[CH:20][CH:21]=3)[C:12](=[O:26])[CH:11]=2)=[N:6][CH:7]=1. The yield is 0.463.